Dataset: Forward reaction prediction with 1.9M reactions from USPTO patents (1976-2016). Task: Predict the product of the given reaction. (1) Given the reactants Cl[C:2](=[O:8])[C:3]([O:5]CC)=O.[Br:9][C:10]1[CH:15]=[CH:14][C:13]([NH:16][C:17]([NH:19][CH:20]([CH3:25])[C:21]([CH3:24])([CH3:23])[CH3:22])=[S:18])=[CH:12][CH:11]=1, predict the reaction product. The product is: [Br:9][C:10]1[CH:11]=[CH:12][C:13]([N:16]2[C:2](=[O:8])[C:3](=[O:5])[N:19]([CH:20]([CH3:25])[C:21]([CH3:23])([CH3:22])[CH3:24])[C:17]2=[S:18])=[CH:14][CH:15]=1. (2) The product is: [CH3:17][O:18][C:2]1[N:3]=[CH:4][C:5]2[N:10]=[C:9]([NH2:11])[S:8][C:6]=2[N:7]=1. Given the reactants Cl[C:2]1[N:3]=[CH:4][C:5]2[N:10]=[C:9]([NH:11]C(=O)OCC)[S:8][C:6]=2[N:7]=1.[CH3:17][O-:18].[Na+].O, predict the reaction product. (3) Given the reactants Cl[C:2]1[CH:3]=[CH:4][CH:5]=[C:6]2[C:10]=1[C:9](=[O:11])[CH:8]([CH3:12])[CH2:7]2.[C:13]1(B(O)O)[C:22]2[C:17](=[CH:18][CH:19]=[CH:20][CH:21]=2)[CH:16]=[CH:15][CH:14]=1.C(=O)([O-])[O-].[Na+].[Na+].C1(P(C2C=CC=CC=2)C2C=CC=CC=2)C=CC=CC=1, predict the reaction product. The product is: [CH3:12][CH:8]1[CH2:7][C:6]2[C:10](=[C:2]([C:21]3[C:22]4[C:17](=[CH:16][CH:15]=[CH:14][CH:13]=4)[CH:18]=[CH:19][CH:20]=3)[CH:3]=[CH:4][CH:5]=2)[C:9]1=[O:11]. (4) Given the reactants C([O:3][C:4]([C:6]1[CH:38]=[CH:37][C:9]2[N:10]=[C:11]([C:14]3[N:23]=[C:22]([C:24]4[CH:29]=[CH:28][C:27]([CH:30]([CH3:32])[CH3:31])=[CH:26][CH:25]=4)[C:21]4[C:16](=[CH:17][CH:18]=[C:19]([O:33][CH2:34][C:35]#[CH:36])[CH:20]=4)[N:15]=3)[N:12]([CH3:13])[C:8]=2[CH:7]=1)=[O:5])C.[OH-].[Na+], predict the reaction product. The product is: [CH:30]([C:27]1[CH:26]=[CH:25][C:24]([C:22]2[C:21]3[C:16](=[CH:17][CH:18]=[C:19]([O:33][CH2:34][C:35]#[CH:36])[CH:20]=3)[N:15]=[C:14]([C:11]3[N:12]([CH3:13])[C:8]4[CH:7]=[C:6]([C:4]([OH:5])=[O:3])[CH:38]=[CH:37][C:9]=4[N:10]=3)[N:23]=2)=[CH:29][CH:28]=1)([CH3:32])[CH3:31].